Predict the product of the given reaction. From a dataset of Forward reaction prediction with 1.9M reactions from USPTO patents (1976-2016). (1) Given the reactants C(OC(=O)C([N:12]1[CH2:19][CH:18]2[CH2:20][CH:14]([C:15]3[N:16]([C:21](=[O:31])[C:22]([OH:30])=[C:23]([C:25]([O:27][CH2:28][CH3:29])=[O:26])[N:24]=3)[CH2:17]2)[CH2:13]1)=CC(OCC)=O)C.FC(F)(F)C(O)=O, predict the reaction product. The product is: [OH:30][C:22]1[C:21](=[O:31])[N:16]2[CH2:17][CH:18]3[CH2:20][CH:14]([C:15]2=[N:24][C:23]=1[C:25]([O:27][CH2:28][CH3:29])=[O:26])[CH2:13][NH:12][CH2:19]3. (2) Given the reactants [CH3:1][N:2]1[C:7](=[O:8])[C:6]([C:9]2[N:13]([C:14]3[CH:21]=[CH:20][C:17]([C:18]#[N:19])=[CH:16][CH:15]=3)[N:12]=[CH:11][CH:10]=2)=[C:5]([CH3:22])[N:4]([C:23]2[CH:28]=[CH:27][CH:26]=[C:25]([C:29]([F:32])([F:31])[F:30])[CH:24]=2)[C:3]1=[O:33].C(O)(=[O:36])C.[Se](=O)=O, predict the reaction product. The product is: [OH:36][CH2:22][C:5]1[N:4]([C:23]2[CH:28]=[CH:27][CH:26]=[C:25]([C:29]([F:30])([F:31])[F:32])[CH:24]=2)[C:3](=[O:33])[N:2]([CH3:1])[C:7](=[O:8])[C:6]=1[C:9]1[N:13]([C:14]2[CH:15]=[CH:16][C:17]([C:18]#[N:19])=[CH:20][CH:21]=2)[N:12]=[CH:11][CH:10]=1. (3) Given the reactants [CH3:1][C:2]1[C:8]([CH3:9])=[CH:7][CH:6]=[CH:5][C:3]=1[NH2:4].C1(CN)CCCCC1.[O:18]=[C:19]1[C:27]2([CH2:31][O:30][C:29]3[CH:32]=[C:33]4[C:37](=[CH:38][C:28]2=3)[CH2:36][CH2:35][O:34]4)[C:26]2[C:21](=[CH:22][CH:23]=[CH:24][CH:25]=2)[N:20]1[CH2:39][C:40]1[CH:48]=[CH:47][CH:46]=[CH:45][C:41]=1[C:42](O)=[O:43].O=C1C2(COC3C=C4C(=CC2=3)CCO4)C2C(=CC=CC=2)N1CC1C=C(C=CC=1)C(O)=O, predict the reaction product. The product is: [CH3:1][C:2]1[C:8]([CH3:9])=[CH:7][CH:6]=[CH:5][C:3]=1[NH:4][C:42](=[O:43])[C:41]1[CH:45]=[CH:46][CH:47]=[CH:48][C:40]=1[CH2:39][N:20]1[C:21]2[C:26](=[CH:25][CH:24]=[CH:23][CH:22]=2)[C:27]2([CH2:31][O:30][C:29]3[CH:32]=[C:33]4[C:37](=[CH:38][C:28]2=3)[CH2:36][CH2:35][O:34]4)[C:19]1=[O:18]. (4) Given the reactants [C:1]([O:5][C:6]([NH:8][C:9]([CH2:15][CH3:16])([CH2:13][CH3:14])[C:10](O)=[O:11])=[O:7])([CH3:4])([CH3:3])[CH3:2].[CH3:17][N:18](C(ON1N=NC2C=CC=CC1=2)=[N+](C)C)C.F[P-](F)(F)(F)(F)F.CCN(CC)CC.Cl.CN, predict the reaction product. The product is: [CH3:17][NH:18][C:10]([C:9]([NH:8][C:6](=[O:7])[O:5][C:1]([CH3:4])([CH3:3])[CH3:2])([CH2:15][CH3:16])[CH2:13][CH3:14])=[O:11]. (5) Given the reactants [N:1]1[N:5]2[C:6]3[CH2:13][CH2:12][NH:11][CH2:10][C:7]=3[CH:8]=[N:9][C:4]2=[CH:3][CH:2]=1.[C:14]([O:18][C:19]([NH:21][C:22]1[CH:27]=[CH:26][CH:25]=[C:24](Br)[CH:23]=1)=[O:20])([CH3:17])([CH3:16])[CH3:15].COC1C=CC=C(OC)C=1C1C=CC=CC=1P(C1CCCCC1)C1CCCCC1.C([O-])([O-])=O.[Cs+].[Cs+], predict the reaction product. The product is: [N:1]1[N:5]2[C:6]3[CH2:13][CH2:12][N:11]([C:24]4[CH:23]=[C:22]([NH:21][C:19](=[O:20])[O:18][C:14]([CH3:16])([CH3:15])[CH3:17])[CH:27]=[CH:26][CH:25]=4)[CH2:10][C:7]=3[CH:8]=[N:9][C:4]2=[CH:3][CH:2]=1.